From a dataset of Peptide-MHC class II binding affinity with 134,281 pairs from IEDB. Regression. Given a peptide amino acid sequence and an MHC pseudo amino acid sequence, predict their binding affinity value. This is MHC class II binding data. The peptide sequence is IKLVKSSRPDCSEIP. The MHC is DRB1_0701 with pseudo-sequence DRB1_0701. The binding affinity (normalized) is 0.255.